Task: Predict which catalyst facilitates the given reaction.. Dataset: Catalyst prediction with 721,799 reactions and 888 catalyst types from USPTO (1) Reactant: C(O)(=O)C1C=CC=CC=1.[C:10]1(=[O:20])[O:15][C:13](=O)[C:12]2=[CH:16][CH:17]=[CH:18][CH:19]=[C:11]12.[N:21]1[C:31]2[C:26](=[CH:27][CH:28]=[CH:29][CH:30]=2)[CH:25]=[CH:24][C:22]=1[CH3:23].[OH-].[Na+].[OH-].[K+]. Product: [CH:28]1[CH:27]=[C:26]2[CH:25]=[CH:24][C:22]([CH:23]3[C:10](=[O:20])[C:11]4[C:12](=[CH:16][CH:17]=[CH:18][CH:19]=4)[C:13]3=[O:15])=[N:21][C:31]2=[CH:30][CH:29]=1. The catalyst class is: 6. (2) Reactant: [CH2:1]([O:3][C:4]([N:6]([CH2:15][C:16]([OH:18])=O)[CH2:7][CH2:8][C:9]1[O:10][C:11]([CH3:14])=[CH:12][CH:13]=1)=[O:5])[CH3:2].S(Cl)(Cl)=O.[Cl-].[Al+3].[Cl-].[Cl-]. Product: [CH2:1]([O:3][C:4]([N:6]1[CH2:15][C:16](=[O:18])[C:13]2[CH:12]=[C:11]([CH3:14])[O:10][C:9]=2[CH2:8][CH2:7]1)=[O:5])[CH3:2]. The catalyst class is: 59.